From a dataset of Forward reaction prediction with 1.9M reactions from USPTO patents (1976-2016). Predict the product of the given reaction. (1) Given the reactants [Cl:1][C:2]1[CH:3]=[C:4]([CH:7]=[C:8]([Cl:11])[C:9]=1[OH:10])[CH:5]=O.Cl.[CH2:13]([O:20][NH2:21])[C:14]1[CH:19]=[CH:18][CH:17]=[CH:16][CH:15]=1.C([BH3-])#N.[Na+].[C:26](O)(=[O:28])C, predict the reaction product. The product is: [CH2:13]([O:20][N:21]([CH2:5][C:4]1[CH:3]=[C:2]([Cl:1])[C:9]([OH:10])=[C:8]([Cl:11])[CH:7]=1)[CH:26]=[O:28])[C:14]1[CH:19]=[CH:18][CH:17]=[CH:16][CH:15]=1. (2) Given the reactants N1[C:5]2[CH:6]=[CH:7][CH:8]=[CH:9][C:4]=2[N:3]=[C:2]1[C:10]1[CH:11]=[C:12](NC(=O)C2C=CC(Cl)=NC=2)[CH:13]=[CH:14][C:15]=1[Cl:16].C[N:28]1[CH2:33][CH2:32][NH:31][CH2:30][CH2:29]1.F[C:35](F)(F)[C:36](O)=O.[CH3:41][N:42]1[C@H:47]([CH3:48])[CH2:46][NH:45][CH2:44][C@@H:43]1[CH3:49].FC(F)(F)C(O)=[O:53].C(N1[C@H](C)CNC[C@@H:60]1[CH3:66])C, predict the reaction product. The product is: [NH:28]1[C:33]2[CH:60]=[CH:66][CH:35]=[CH:36][C:32]=2[N:31]=[C:30]1[C:29]1[CH:9]=[C:4]([NH:3][C:2](=[O:53])[C:10]2[CH:11]=[CH:12][C:13]([N:45]3[CH2:46][C@@H:47]([CH3:48])[N:42]([CH3:41])[C@@H:43]([CH3:49])[CH2:44]3)=[CH:14][C:15]=2[Cl:16])[CH:5]=[CH:6][C:7]=1[CH3:8]. (3) Given the reactants Cl[C:2]1[CH:7]=[CH:6][CH:5]=[C:4]([F:8])[C:3]=1[CH2:9][C:10]([OH:12])=[O:11].[CH3:13][O:14][C:15]1[CH:16]=[C:17]([OH:23])[CH:18]=[C:19]([O:21][CH3:22])[CH:20]=1.C(=O)([O-])[O-].[K+].[K+], predict the reaction product. The product is: [CH3:22][O:21][C:19]1[CH:18]=[C:17]([CH:16]=[C:15]([O:14][CH3:13])[CH:20]=1)[O:23][C:2]1[CH:7]=[CH:6][CH:5]=[C:4]([F:8])[C:3]=1[CH2:9][C:10]([OH:12])=[O:11]. (4) Given the reactants [CH3:1][O:2][C:3]1[CH:4]=[C:5]([CH:8]=[CH:9][C:10]=1[CH3:11])[CH:6]=O.C(O[C:15](=[O:19])[CH2:16][C:17]#[N:18])C.[CH:20]1([NH:23][C:24]([NH2:26])=[NH:25])[CH2:22][CH2:21]1.Cl.C(=O)([O-])[O-].[K+].[K+], predict the reaction product. The product is: [C:17]([C:16]1[C:15](=[O:19])[NH:26][C:24]([NH:23][CH:20]2[CH2:22][CH2:21]2)=[N:25][C:6]=1[C:5]1[CH:8]=[CH:9][C:10]([CH3:11])=[C:3]([O:2][CH3:1])[CH:4]=1)#[N:18]. (5) Given the reactants [CH3:1][N:2]([CH3:33])[CH2:3][CH2:4][NH:5][C:6]([C:8]1[CH:32]=[CH:31][C:11]2[C:12](=[O:30])[NH:13][C:14]3[C:19]([C:10]=2[CH:9]=1)=[C:18]([NH:20][C:21]1[CH:25]=[CH:24][N:23]([CH2:26][C:27](O)=[O:28])[N:22]=1)[CH:17]=[CH:16][N:15]=3)=[O:7].CCN(C(C)C)C(C)C.C1N(P(Cl)(N2C(=O)OCC2)=O)C(=O)OC1.[F:58][C:59]1[CH:60]=[C:61]([CH:63]=[CH:64][CH:65]=1)[NH2:62], predict the reaction product. The product is: [CH3:1][N:2]([CH3:33])[CH2:3][CH2:4][NH:5][C:6]([C:8]1[CH:32]=[CH:31][C:11]2[C:12](=[O:30])[NH:13][C:14]3[C:19]([C:10]=2[CH:9]=1)=[C:18]([NH:20][C:21]1[CH:25]=[CH:24][N:23]([CH2:26][C:27]([NH:62][C:61]2[CH:63]=[CH:64][CH:65]=[C:59]([F:58])[CH:60]=2)=[O:28])[N:22]=1)[CH:17]=[CH:16][N:15]=3)=[O:7]. (6) Given the reactants C([O:8][CH2:9][CH2:10][O:11][C:12]1[N:17]=[CH:16][N:15]=[C:14]([NH:18][C:19]2[CH:43]=[CH:42][C:22]([C:23]([NH:25][C:26]3[S:30][N:29]=[C:28]([C:31]4[CH:36]=[CH:35][C:34]([F:37])=[C:33]([C:38]([F:41])([F:40])[F:39])[CH:32]=4)[N:27]=3)=[O:24])=[CH:21][CH:20]=2)[CH:13]=1)C1C=CC=CC=1.[H][H], predict the reaction product. The product is: [F:37][C:34]1[CH:35]=[CH:36][C:31]([C:28]2[N:27]=[C:26]([NH:25][C:23](=[O:24])[C:22]3[CH:21]=[CH:20][C:19]([NH:18][C:14]4[CH:13]=[C:12]([O:11][CH2:10][CH2:9][OH:8])[N:17]=[CH:16][N:15]=4)=[CH:43][CH:42]=3)[S:30][N:29]=2)=[CH:32][C:33]=1[C:38]([F:40])([F:39])[F:41]. (7) Given the reactants [CH3:1][O:2][C:3](=[O:36])[CH2:4][CH2:5][CH2:6][CH2:7][CH2:8][C@H:9]([O:32][CH2:33][CH:34]=[CH2:35])[C:10](=[O:31])[NH:11][C:12]1[CH:17]=[CH:16][CH:15]=[CH:14][C:13]=1[NH:18][C:19](=[O:30])[C:20]1[CH:25]=[C:24](C=C)[CH:23]=[C:22]([O:28][CH3:29])[CH:21]=1, predict the reaction product. The product is: [CH3:1][O:2][C:3](=[O:36])[CH2:4][CH2:5][CH2:6][CH2:7][CH2:8][C@@H:9]1[O:32][CH2:33][CH:34]=[CH:35][C:24]2[CH:25]=[C:20]([CH:21]=[C:22]([O:28][CH3:29])[CH:23]=2)[C:19](=[O:30])[NH:18][C:13]2[C:12](=[CH:17][CH:16]=[CH:15][CH:14]=2)[NH:11][C:10]1=[O:31]. (8) The product is: [CH3:1][O:2][C:3]1[CH:10]=[CH:9][C:6]([CH2:7][N:17]2[CH2:22][CH2:21][CH:20](/[CH:23]=[C:24]3/[C:25]([NH:30][CH2:31][C:32]#[CH:33])=[N:26][C:27](=[O:29])[S:28]/3)[CH2:19][CH2:18]2)=[C:5]([C:11]([F:14])([F:13])[F:12])[CH:4]=1. Given the reactants [CH3:1][O:2][C:3]1[CH:10]=[CH:9][C:6]([CH2:7]Br)=[C:5]([C:11]([F:14])([F:13])[F:12])[CH:4]=1.Cl.Cl.[NH:17]1[CH2:22][CH2:21][CH:20](/[CH:23]=[C:24]2/[C:25]([NH:30][CH2:31][C:32]#[CH:33])=[N:26][C:27](=[O:29])[S:28]/2)[CH2:19][CH2:18]1.C(=O)([O-])[O-].[K+].[K+].O, predict the reaction product. (9) Given the reactants Br[C:2]1[C:6]2=[N:7][C:8]([C:12]3[C:13]([O:21][CH3:22])=[N:14][C:15]([CH:18]([CH3:20])[CH3:19])=[CH:16][CH:17]=3)=[C:9]([CH3:11])[CH:10]=[C:5]2[N:4]([C@@H:23]([CH3:27])[CH2:24][O:25][CH3:26])[CH:3]=1.[Li]CCCC.CN([CH:36]=[O:37])C, predict the reaction product. The product is: [CH:18]([C:15]1[N:14]=[C:13]([O:21][CH3:22])[C:12]([C:8]2[N:7]=[C:6]3[C:2]([CH:36]=[O:37])=[CH:3][N:4]([C@@H:23]([CH3:27])[CH2:24][O:25][CH3:26])[C:5]3=[CH:10][C:9]=2[CH3:11])=[CH:17][CH:16]=1)([CH3:20])[CH3:19]. (10) Given the reactants [Cl:1][C:2]1[CH:7]=[CH:6][C:5]([C:8]2([C:21]#N)[CH2:13][CH2:12][N:11]([C:14]([O:16][C:17]([CH3:20])([CH3:19])[CH3:18])=[O:15])[CH2:10][CH2:9]2)=[CH:4][C:3]=1[F:23].Cl.[OH-:25].[Na+].CC(OC(OC(OC(C)(C)C)=O)=O)(C)C.[OH2:42], predict the reaction product. The product is: [C:17]([O:16][C:14]([N:11]1[CH2:12][CH2:13][C:8]([C:5]2[CH:6]=[CH:7][C:2]([Cl:1])=[C:3]([F:23])[CH:4]=2)([C:21]([OH:42])=[O:25])[CH2:9][CH2:10]1)=[O:15])([CH3:20])([CH3:19])[CH3:18].